Dataset: In vitro SARS-CoV-2 activity screen of 1,480 approved drugs from Prestwick library. Task: Binary Classification. Given a drug SMILES string, predict its activity (active/inactive) in a high-throughput screening assay against a specified biological target. (1) The molecule is O=C(O)CCC(=O)c1ccc(-c2ccccc2)cc1. The result is 0 (inactive). (2) The compound is COC(=O)CCc1ccc(OCC(O)CNC(C)C)cc1.Cl. The result is 0 (inactive). (3) The drug is CCN(CC)C(=O)c1cccnc1. The result is 0 (inactive). (4) The drug is CCCc1nc(C)c2c(=O)[nH]c(-c3cc(S(=O)(=O)N4CCN(CC)CC4)ccc3OCC)nn12. The result is 0 (inactive). (5) The result is 0 (inactive). The compound is O=c1[nH]cnc2c1ncn2[C@@H]1O[C@H](CO)[C@@H](O)[C@H]1O.